This data is from NCI-60 drug combinations with 297,098 pairs across 59 cell lines. The task is: Regression. Given two drug SMILES strings and cell line genomic features, predict the synergy score measuring deviation from expected non-interaction effect. (1) Synergy scores: CSS=32.6, Synergy_ZIP=-9.51, Synergy_Bliss=-0.250, Synergy_Loewe=-1.10, Synergy_HSA=-0.952. Drug 2: B(C(CC(C)C)NC(=O)C(CC1=CC=CC=C1)NC(=O)C2=NC=CN=C2)(O)O. Cell line: UACC62. Drug 1: COC1=CC(=CC(=C1O)OC)C2C3C(COC3=O)C(C4=CC5=C(C=C24)OCO5)OC6C(C(C7C(O6)COC(O7)C8=CC=CS8)O)O. (2) Drug 1: CNC(=O)C1=CC=CC=C1SC2=CC3=C(C=C2)C(=NN3)C=CC4=CC=CC=N4. Drug 2: C1=NC2=C(N1)C(=S)N=C(N2)N. Cell line: EKVX. Synergy scores: CSS=35.5, Synergy_ZIP=-11.2, Synergy_Bliss=-2.92, Synergy_Loewe=-2.93, Synergy_HSA=-0.790. (3) Drug 1: C1C(C(OC1N2C=C(C(=O)NC2=O)F)CO)O. Drug 2: CC1=C(N=C(N=C1N)C(CC(=O)N)NCC(C(=O)N)N)C(=O)NC(C(C2=CN=CN2)OC3C(C(C(C(O3)CO)O)O)OC4C(C(C(C(O4)CO)O)OC(=O)N)O)C(=O)NC(C)C(C(C)C(=O)NC(C(C)O)C(=O)NCCC5=NC(=CS5)C6=NC(=CS6)C(=O)NCCC[S+](C)C)O. Cell line: ACHN. Synergy scores: CSS=48.9, Synergy_ZIP=-3.69, Synergy_Bliss=-4.85, Synergy_Loewe=-6.69, Synergy_HSA=-1.70. (4) Synergy scores: CSS=-2.07, Synergy_ZIP=1.66, Synergy_Bliss=0.244, Synergy_Loewe=-4.01, Synergy_HSA=-3.40. Drug 1: CN1C(=O)N2C=NC(=C2N=N1)C(=O)N. Drug 2: CN1C2=C(C=C(C=C2)N(CCCl)CCCl)N=C1CCCC(=O)O.Cl. Cell line: NCI/ADR-RES. (5) Drug 1: CC1=C2C(C(=O)C3(C(CC4C(C3C(C(C2(C)C)(CC1OC(=O)C(C(C5=CC=CC=C5)NC(=O)C6=CC=CC=C6)O)O)OC(=O)C7=CC=CC=C7)(CO4)OC(=O)C)O)C)OC(=O)C. Drug 2: CC1C(C(CC(O1)OC2CC(CC3=C2C(=C4C(=C3O)C(=O)C5=C(C4=O)C(=CC=C5)OC)O)(C(=O)CO)O)N)O.Cl. Cell line: MOLT-4. Synergy scores: CSS=60.9, Synergy_ZIP=-2.14, Synergy_Bliss=-4.12, Synergy_Loewe=-5.25, Synergy_HSA=-1.45. (6) Drug 1: CC1=CC=C(C=C1)C2=CC(=NN2C3=CC=C(C=C3)S(=O)(=O)N)C(F)(F)F. Cell line: T-47D. Synergy scores: CSS=10.3, Synergy_ZIP=-6.16, Synergy_Bliss=-6.29, Synergy_Loewe=-7.55, Synergy_HSA=-5.12. Drug 2: N.N.Cl[Pt+2]Cl. (7) Synergy scores: CSS=3.93, Synergy_ZIP=-2.93, Synergy_Bliss=-5.62, Synergy_Loewe=-0.394, Synergy_HSA=-4.31. Cell line: MDA-MB-435. Drug 1: C1CN(P(=O)(OC1)NCCCl)CCCl. Drug 2: COCCOC1=C(C=C2C(=C1)C(=NC=N2)NC3=CC=CC(=C3)C#C)OCCOC.Cl. (8) Drug 1: C1=CC=C(C=C1)NC(=O)CCCCCCC(=O)NO. Drug 2: C(CN)CNCCSP(=O)(O)O. Cell line: A498. Synergy scores: CSS=3.75, Synergy_ZIP=-2.56, Synergy_Bliss=-2.67, Synergy_Loewe=-3.03, Synergy_HSA=-3.01.